From a dataset of Catalyst prediction with 721,799 reactions and 888 catalyst types from USPTO. Predict which catalyst facilitates the given reaction. (1) Reactant: [CH3:1][C:2]([NH2:10])([C:4]1[CH:9]=[CH:8][CH:7]=[CH:6][N:5]=1)[CH3:3].[Cl:11][C:12]1[CH:13]=[C:14]([CH3:20])[C:15]([CH:18]=O)=[N:16][CH:17]=1.[BH-](OC(C)=O)(OC(C)=O)OC(C)=O.[Na+]. The catalyst class is: 2. Product: [Cl:11][C:12]1[CH:13]=[C:14]([CH3:20])[C:15]([CH2:18][NH:10][C:2]([CH3:3])([C:4]2[CH:9]=[CH:8][CH:7]=[CH:6][N:5]=2)[CH3:1])=[N:16][CH:17]=1. (2) Reactant: [Zn:1].II.[Br:4][CH2:5][C:6]1[CH:11]=[CH:10][C:9]([F:12])=[CH:8][CH:7]=1.C[Si](Cl)(C)C. Product: [Br-:4].[F:12][C:9]1[CH:10]=[CH:11][C:6]([CH2:5][Zn+:1])=[CH:7][CH:8]=1. The catalyst class is: 7. (3) Reactant: [N-:1]=[N+:2]=[N-:3].[Na+].[C:5]([C:7]1[CH:36]=[CH:35][C:10]([CH2:11][C@@:12]23[CH2:19][C@@H:18](OS(C)(=O)=O)[CH2:17][N:16]2[C:15](=[O:25])[N:14]([C:26]2[CH:31]=[C:30]([Cl:32])[CH:29]=[C:28]([Cl:33])[CH:27]=2)[C:13]3=[O:34])=[CH:9][CH:8]=1)#[N:6]. Product: [C:5]([C:7]1[CH:8]=[CH:9][C:10]([CH2:11][C@@:12]23[CH2:19][C@H:18]([N:1]=[N+:2]=[N-:3])[CH2:17][N:16]2[C:15](=[O:25])[N:14]([C:26]2[CH:27]=[C:28]([Cl:33])[CH:29]=[C:30]([Cl:32])[CH:31]=2)[C:13]3=[O:34])=[CH:35][CH:36]=1)#[N:6]. The catalyst class is: 3. (4) Reactant: Br[CH2:2][C:3](=O)[CH2:4][CH3:5].[NH2:7][C:8]1[CH:13]=[CH:12][C:11]([Br:14])=[CH:10][N:9]=1. Product: [Br:14][C:11]1[CH:12]=[CH:13][C:8]2[N:9]([CH:2]=[C:3]([CH2:4][CH3:5])[N:7]=2)[CH:10]=1. The catalyst class is: 8. (5) Reactant: C([O:5][C:6](=[O:44])[CH2:7][CH2:8][N:9](C(OC(C)(C)C)=O)[CH2:10][C:11]([N:13]1[C:21]2[C:16](=[CH:17][C:18]([O:22][CH2:23][C:24]3[C:25]([C:33]([F:36])([F:35])[F:34])=[N:26][N:27]([CH2:29][CH:30]([CH3:32])[CH3:31])[CH:28]=3)=[CH:19][CH:20]=2)[CH2:15][CH2:14]1)=[O:12])(C)(C)C.[C:45]([OH:51])([C:47]([F:50])([F:49])[F:48])=[O:46]. Product: [OH:51][C:45]([C:47]([F:50])([F:49])[F:48])=[O:46].[CH2:29]([N:27]1[CH:28]=[C:24]([CH2:23][O:22][C:18]2[CH:17]=[C:16]3[C:21](=[CH:20][CH:19]=2)[N:13]([C:11](=[O:12])[CH2:10][NH:9][CH2:8][CH2:7][C:6]([OH:44])=[O:5])[CH2:14][CH2:15]3)[C:25]([C:33]([F:34])([F:36])[F:35])=[N:26]1)[CH:30]([CH3:32])[CH3:31]. The catalyst class is: 4. (6) Reactant: C([O:3][C:4](=O)[C:5]1[CH:10]=[C:9]([CH3:11])[N:8]=[C:7]([CH2:12][CH3:13])[CH:6]=1)C.[NH3:15]. Product: [CH2:12]([C:7]1[CH:6]=[C:5]([CH:10]=[C:9]([CH3:11])[N:8]=1)[C:4]([NH2:15])=[O:3])[CH3:13]. The catalyst class is: 5. (7) The catalyst class is: 4. Reactant: [F:1][C:2]([F:19])([CH3:18])[CH2:3][C@H:4]([NH:8][C:9]([N:11]1[CH2:17][CH2:16][CH2:15][O:14][CH2:13][CH2:12]1)=[O:10])[C:5]([OH:7])=O.Cl.[NH2:21][CH:22]([CH2:33][CH3:34])[C@@H:23]([C:25]1[O:29][N:28]=[C:27]([CH:30]2[CH2:32][CH2:31]2)[N:26]=1)[OH:24].C(N(C(C)C)CC)(C)C.Cl.CN(C)CCCN=C=NCC.O.ON1C2C=CC=CC=2N=N1. Product: [CH:30]1([C:27]2[N:26]=[C:25]([CH:23]([OH:24])[C@@H:22]([NH:21][C:5]([C@@H:4]([NH:8][C:9]([N:11]3[CH2:17][CH2:16][CH2:15][O:14][CH2:13][CH2:12]3)=[O:10])[CH2:3][C:2]([F:1])([F:19])[CH3:18])=[O:7])[CH2:33][CH3:34])[O:29][N:28]=2)[CH2:31][CH2:32]1. (8) Reactant: [OH-].[Na+].C([O:6][C:7](=[O:20])[C:8]1[CH:13]=[C:12]([F:14])[C:11]([O:15][CH2:16][C:17]#[CH:18])=[CH:10][C:9]=1[Cl:19])C#C.Cl. Product: [Cl:19][C:9]1[CH:10]=[C:11]([O:15][CH2:16][C:17]#[CH:18])[C:12]([F:14])=[CH:13][C:8]=1[C:7]([OH:20])=[O:6]. The catalyst class is: 5.